Dataset: Full USPTO retrosynthesis dataset with 1.9M reactions from patents (1976-2016). Task: Predict the reactants needed to synthesize the given product. (1) Given the product [CH3:1][N:2]([CH3:6])[C:3](=[O:4])[O:7][N:8]1[C:12](=[O:13])[CH2:11][CH2:10][C:9]1=[O:14], predict the reactants needed to synthesize it. The reactants are: [CH3:1][N:2]([CH3:6])[C:3](Cl)=[O:4].[OH:7][N:8]1[C:12](=[O:13])[CH2:11][CH2:10][C:9]1=[O:14]. (2) Given the product [CH2:1]([N:8]([C:33](=[O:39])[C:34]([OH:36])=[O:35])[CH2:9][CH:10]([CH:27]1[CH2:32][CH2:31][CH2:30][CH2:29][CH2:28]1)[C:11]1[CH:12]=[CH:13][C:14]([C:17]2[C:26]3[C:21](=[CH:22][CH:23]=[CH:24][CH:25]=3)[CH:20]=[CH:19][CH:18]=2)=[CH:15][CH:16]=1)[C:2]1[CH:3]=[CH:4][CH:5]=[CH:6][CH:7]=1, predict the reactants needed to synthesize it. The reactants are: [CH2:1]([N:8]([C:33](=[O:39])[C:34]([O:36]CC)=[O:35])[CH2:9][CH:10]([CH:27]1[CH2:32][CH2:31][CH2:30][CH2:29][CH2:28]1)[C:11]1[CH:16]=[CH:15][C:14]([C:17]2[C:26]3[C:21](=[CH:22][CH:23]=[CH:24][CH:25]=3)[CH:20]=[CH:19][CH:18]=2)=[CH:13][CH:12]=1)[C:2]1[CH:7]=[CH:6][CH:5]=[CH:4][CH:3]=1.[OH-].[Na+].Cl. (3) Given the product [C:1]([O:9][CH:10]1[CH2:15][CH2:14][CH:13]([C:16]2[N:21]=[C:20]([C:22]3[CH:34]=[CH:33][C:25]([C:26]([O:28][C:29]([CH3:30])([CH3:32])[CH3:31])=[O:27])=[C:24]([F:35])[CH:23]=3)[C:19]([N:36]([C:37]([O:39][C:40]([CH3:41])([CH3:43])[CH3:42])=[O:38])[C:44]([O:46][C:47]([CH3:50])([CH3:49])[CH3:48])=[O:45])=[N:18][CH:17]=2)[CH2:12][C:11]1([F:66])[F:65])(=[O:8])[C:2]1[CH:7]=[CH:6][CH:5]=[CH:4][CH:3]=1, predict the reactants needed to synthesize it. The reactants are: [C:1]([O:9][C@H:10]1[CH2:15][CH2:14][C@H:13]([C:16]2[N:21]=[C:20]([C:22]3[CH:34]=[CH:33][C:25]([C:26]([O:28][C:29]([CH3:32])([CH3:31])[CH3:30])=[O:27])=[C:24]([F:35])[CH:23]=3)[C:19]([N:36]([C:44]([O:46][C:47]([CH3:50])([CH3:49])[CH3:48])=[O:45])[C:37]([O:39][C:40]([CH3:43])([CH3:42])[CH3:41])=[O:38])=[N:18][CH:17]=2)[CH2:12][C:11]1=O)(=[O:8])[C:2]1[CH:7]=[CH:6][CH:5]=[CH:4][CH:3]=1.[B-](F)(F)(F)F.CCN([S+](F)F)CC.[FH:65].[FH:66].F.C(N(CC)CC)C. (4) Given the product [Cl:10][CH2:11][CH2:12][N:1]1[C:9]2[C:4](=[CH:5][CH:6]=[CH:7][CH:8]=2)[CH:3]=[CH:2]1, predict the reactants needed to synthesize it. The reactants are: [NH:1]1[C:9]2[C:4](=[CH:5][CH:6]=[CH:7][CH:8]=2)[CH:3]=[CH:2]1.[Cl:10][CH:11](Cl)[CH3:12].[OH-].[K+].C1COCC1. (5) Given the product [CH3:53][C:20]([CH3:52])([CH2:21][NH:22][C@@H:23]([C:25]1[CH:30]=[CH:29][C:28]([C:31]2[C:40]([C:41]3[CH:42]=[CH:43][CH:44]=[CH:45][CH:46]=3)=[CH:39][C:38]3[C:33](=[CH:34][CH:35]=[N:36][C:37]=3[C:47]3[CH:48]=[N:49][NH:50][CH:51]=3)[N:32]=2)=[CH:27][CH:26]=1)[CH3:24])[CH2:19][OH:18], predict the reactants needed to synthesize it. The reactants are: [Si]([O:18][CH2:19][C:20]([CH3:53])([CH3:52])[CH2:21][NH:22][C@@H:23]([C:25]1[CH:30]=[CH:29][C:28]([C:31]2[C:40]([C:41]3[CH:46]=[CH:45][CH:44]=[CH:43][CH:42]=3)=[CH:39][C:38]3[C:33](=[CH:34][CH:35]=[N:36][C:37]=3[C:47]3[CH:48]=[N:49][NH:50][CH:51]=3)[N:32]=2)=[CH:27][CH:26]=1)[CH3:24])(C(C)(C)C)(C1C=CC=CC=1)C1C=CC=CC=1.[F-].C([N+](CCCC)(CCCC)CCCC)CCC.C(OCC)(=O)C. (6) Given the product [F:1][C:2]1[C:3]([C:22]([NH:24][CH2:25][C:26]2([C:32]3[CH:33]=[CH:34][CH:35]=[CH:36][CH:37]=3)[CH2:27][CH2:28][N:29]([C:39]([O:41][CH2:42][CH2:43][O:44][CH3:45])=[O:40])[CH2:30][CH2:31]2)=[O:23])=[N:4][CH:5]=[CH:6][C:7]=1[S:8][C:9]1[S:13][C:12]([NH:14][C:15]2[CH:20]=[C:19]([CH3:21])[CH:18]=[CH:17][N:16]=2)=[N:11][CH:10]=1, predict the reactants needed to synthesize it. The reactants are: [F:1][C:2]1[C:3]([C:22]([NH:24][CH2:25][C:26]2([C:32]3[CH:37]=[CH:36][CH:35]=[CH:34][CH:33]=3)[CH2:31][CH2:30][NH:29][CH2:28][CH2:27]2)=[O:23])=[N:4][CH:5]=[CH:6][C:7]=1[S:8][C:9]1[S:13][C:12]([NH:14][C:15]2[CH:20]=[C:19]([CH3:21])[CH:18]=[CH:17][N:16]=2)=[N:11][CH:10]=1.Cl[C:39]([O:41][CH2:42][CH2:43][O:44][CH3:45])=[O:40]. (7) Given the product [CH:33]1([C:8]2[CH:9]=[CH:10][C:5]([C:3]([O:42][CH:40]([CH3:41])[CH3:39])=[O:2])=[CH:6][CH:7]=2)[CH2:37][CH2:36][CH2:35][CH2:34]1, predict the reactants needed to synthesize it. The reactants are: C[O:2][C:3]([C:5]1[CH:10]=[CH:9][C:8](B(O)O)=[CH:7][CH:6]=1)=O.Cl.O[C@@H]1CCCC[C@H]1N.C[Si]([N-][Si](C)(C)C)(C)C.[Na+].[CH:33]1(Br)[CH2:37][CH2:36][CH2:35][CH2:34]1.[CH3:39][CH:40]([OH:42])[CH3:41].